Dataset: Full USPTO retrosynthesis dataset with 1.9M reactions from patents (1976-2016). Task: Predict the reactants needed to synthesize the given product. (1) Given the product [CH3:1][NH:2][C:5]1[CH:13]=[CH:12][C:8]([C:9]([OH:11])=[O:10])=[CH:7][C:6]=1[N+:14]([O-:16])=[O:15], predict the reactants needed to synthesize it. The reactants are: [CH3:1][NH2:2].O.F[C:5]1[CH:13]=[CH:12][C:8]([C:9]([OH:11])=[O:10])=[CH:7][C:6]=1[N+:14]([O-:16])=[O:15]. (2) Given the product [Br:1][C:2]1[CH:3]=[C:4]2[C:8](=[C:9]([Cl:11])[CH:10]=1)[NH:7][C:6]([C:12]([N:39]1[CH2:40][CH2:41][C:42]([F:44])([F:15])[CH2:43][CH2:38]1)=[O:14])=[CH:5]2, predict the reactants needed to synthesize it. The reactants are: [Br:1][C:2]1[CH:3]=[C:4]2[C:8](=[C:9]([Cl:11])[CH:10]=1)[NH:7][C:6]([C:12]([OH:14])=O)=[CH:5]2.[F:15][B-](F)(F)F.N1(OC(N(C)C)=[N+](C)C)C2C=CC=CC=2N=N1.F[CH:38]1[CH2:43][CH:42]([F:44])[CH2:41][CH2:40][NH:39]1.C(N(CC)C(C)C)(C)C. (3) Given the product [C:15]12([NH:25][CH2:13][C:8]3[CH:7]=[CH:6][C:5]4[C:10](=[CH:11][CH:12]=[C:3]([O:2][CH3:1])[CH:4]=4)[CH:9]=3)[CH2:22][CH:21]3[CH2:20][CH:19]([CH2:18][CH:17]([CH2:23]3)[CH2:16]1)[CH2:24]2, predict the reactants needed to synthesize it. The reactants are: [CH3:1][O:2][C:3]1[CH:4]=[C:5]2[C:10](=[CH:11][CH:12]=1)[CH:9]=[C:8]([CH:13]=O)[CH:7]=[CH:6]2.[C:15]12([NH2:25])[CH2:24][CH:19]3[CH2:20][CH:21]([CH2:23][CH:17]([CH2:18]3)[CH2:16]1)[CH2:22]2. (4) Given the product [Cl:54][C:48]1[CH:49]=[CH:50][C:51]([F:53])=[CH:52][C:47]=1[CH2:46][N:29]1[C:22]2[C:23](=[O:28])[N:24]([CH3:27])[C:25]3[CH:26]=[C:17]([C:15]#[N:14])[CH:18]=[CH:19][C:20]=3[C:21]=2[N:31]=[C:30]1[N:32]1[CH2:37][CH2:36][CH2:35][C@@H:34]([NH:38][C:39](=[O:45])[O:40][C:41]([CH3:44])([CH3:43])[CH3:42])[CH2:33]1, predict the reactants needed to synthesize it. The reactants are: FC(F)(F)C(OC(=O)C(F)(F)F)=O.[NH2:14][C:15]([C:17]1[CH:18]=[CH:19][C:20]2[C:21]3[N:31]=[C:30]([N:32]4[CH2:37][CH2:36][CH2:35][C@@H:34]([NH:38][C:39](=[O:45])[O:40][C:41]([CH3:44])([CH3:43])[CH3:42])[CH2:33]4)[N:29]([CH2:46][C:47]4[CH:52]=[C:51]([F:53])[CH:50]=[CH:49][C:48]=4[Cl:54])[C:22]=3[C:23](=[O:28])[N:24]([CH3:27])[C:25]=2[CH:26]=1)=O. (5) Given the product [CH2:28]([C:12]([CH2:11][O:10][CH:7]=[CH:8][CH3:9])([CH2:43][O:44][CH2:45][CH2:46][O:47][CH2:48][CH2:49][O:50][CH2:51][CH2:52][O:53][CH2:54][CH2:55][O:56][CH3:57])[CH2:13][O:14][CH2:15][CH2:16][O:17][CH2:18][CH2:19][O:20][CH2:21][CH2:22][O:23][CH2:24][CH2:25][O:26][CH3:27])[O:29][CH2:30][CH2:31][O:32][CH2:33][CH2:34][O:35][CH2:36][CH2:37][O:38][CH2:39][CH2:40][O:41][CH3:42], predict the reactants needed to synthesize it. The reactants are: CC(C)([O-])C.[K+].[CH2:7]([O:10][CH2:11][C:12]([CH2:43][O:44][CH2:45][CH2:46][O:47][CH2:48][CH2:49][O:50][CH2:51][CH2:52][O:53][CH2:54][CH2:55][O:56][CH3:57])([CH2:28][O:29][CH2:30][CH2:31][O:32][CH2:33][CH2:34][O:35][CH2:36][CH2:37][O:38][CH2:39][CH2:40][O:41][CH3:42])[CH2:13][O:14][CH2:15][CH2:16][O:17][CH2:18][CH2:19][O:20][CH2:21][CH2:22][O:23][CH2:24][CH2:25][O:26][CH3:27])[CH:8]=[CH2:9].O.C(#N)C. (6) Given the product [ClH:26].[CH3:1][C:2]1[C:3]([NH:12][C@H:13]2[CH2:17][CH2:16][CH2:15][C@@H:14]2[NH2:18])=[N:4][CH:5]=[C:6]([C:8]([F:9])([F:10])[F:11])[CH:7]=1, predict the reactants needed to synthesize it. The reactants are: [CH3:1][C:2]1[C:3]([NH:12][C@H:13]2[CH2:17][CH2:16][CH2:15][C@@H:14]2[NH:18]C(=O)OC(C)(C)C)=[N:4][CH:5]=[C:6]([C:8]([F:11])([F:10])[F:9])[CH:7]=1.[ClH:26]. (7) Given the product [Cl:1][C:2]1[CH:30]=[CH:29][C:5]([CH2:6][N:7]2[C:11]3[CH:12]=[CH:13][CH:14]=[CH:15][C:10]=3[N:9]=[C:8]2[C:16]([N:18]2[CH2:19][CH2:20][CH:21]([C:24]([OH:26])=[O:25])[CH2:22][CH2:23]2)=[O:17])=[CH:4][CH:3]=1, predict the reactants needed to synthesize it. The reactants are: [Cl:1][C:2]1[CH:30]=[CH:29][C:5]([CH2:6][N:7]2[C:11]3[CH:12]=[CH:13][CH:14]=[CH:15][C:10]=3[N:9]=[C:8]2[C:16]([N:18]2[CH2:23][CH2:22][CH:21]([C:24]([O:26]CC)=[O:25])[CH2:20][CH2:19]2)=[O:17])=[CH:4][CH:3]=1.[OH-].[Li+]. (8) Given the product [F:24][CH:23]([F:25])[C:15]1[N:14]([C:4]2[N:5]=[C:6]([N:8]3[CH2:13][CH2:12][O:11][CH2:10][CH2:9]3)[N:7]=[C:2]([NH:26][C:27]3[CH:32]=[CH:31][CH:30]=[CH:29][CH:28]=3)[N:3]=2)[C:18]2[CH:19]=[CH:20][CH:21]=[CH:22][C:17]=2[N:16]=1, predict the reactants needed to synthesize it. The reactants are: Cl[C:2]1[N:7]=[C:6]([N:8]2[CH2:13][CH2:12][O:11][CH2:10][CH2:9]2)[N:5]=[C:4]([N:14]2[C:18]3[CH:19]=[CH:20][CH:21]=[CH:22][C:17]=3[N:16]=[C:15]2[CH:23]([F:25])[F:24])[N:3]=1.[NH2:26][C:27]1[CH:32]=[CH:31][CH:30]=[CH:29][CH:28]=1.O. (9) Given the product [C:30]([OH:37])(=[O:36])[CH2:31][CH2:32][C:33]([OH:35])=[O:34].[CH2:1]([O:3][C:4](=[O:15])[CH2:5][O:6][C:7]1[CH:12]=[CH:11][CH:10]=[C:9]([CH2:13][NH:25][CH2:24][C:23]2[CH:26]=[CH:27][C:20]([C:16]([CH3:19])([CH3:18])[CH3:17])=[CH:21][CH:22]=2)[CH:8]=1)[CH3:2], predict the reactants needed to synthesize it. The reactants are: [CH2:1]([O:3][C:4](=[O:15])[CH2:5][O:6][C:7]1[CH:12]=[CH:11][CH:10]=[C:9]([CH:13]=O)[CH:8]=1)[CH3:2].[C:16]([C:20]1[CH:27]=[CH:26][C:23]([CH2:24][NH2:25])=[CH:22][CH:21]=1)([CH3:19])([CH3:18])[CH3:17].[H][H].[C:30]([OH:37])(=[O:36])[CH2:31][CH2:32][C:33]([OH:35])=[O:34].